This data is from Full USPTO retrosynthesis dataset with 1.9M reactions from patents (1976-2016). The task is: Predict the reactants needed to synthesize the given product. The reactants are: Cl[C:2]([O:4][C:5]1[CH:10]=[CH:9][C:8]([N+:11]([O-:13])=[O:12])=[CH:7][CH:6]=1)=[O:3].C(N(CC)CC)C.[N:21]1([CH:27]2[CH2:32][CH2:31][NH:30][CH2:29][CH2:28]2)[CH2:26][CH2:25][CH2:24][CH2:23][CH2:22]1. Given the product [N+:11]([C:8]1[CH:9]=[CH:10][C:5]([O:4][C:2]([N:30]2[CH2:31][CH2:32][CH:27]([N:21]3[CH2:26][CH2:25][CH2:24][CH2:23][CH2:22]3)[CH2:28][CH2:29]2)=[O:3])=[CH:6][CH:7]=1)([O-:13])=[O:12], predict the reactants needed to synthesize it.